Dataset: Full USPTO retrosynthesis dataset with 1.9M reactions from patents (1976-2016). Task: Predict the reactants needed to synthesize the given product. (1) Given the product [CH3:1][O:2][C:3]1[CH:4]=[CH:5][C:6]([C@@H:9]2[C@@H:14]([O:15][CH2:16][C:17]3[CH:18]=[CH:19][C:20]4[O:25][CH2:24][CH2:23][N:22]([CH2:26][CH2:27][CH2:28][O:29][CH3:30])[C:21]=4[CH:31]=3)[CH2:13][N:12]([S:32]([C:35]3[CH:40]=[CH:39][C:38]([CH3:41])=[CH:37][CH:36]=3)(=[O:33])=[O:34])[C@H:11]([CH2:42][CH2:43][NH2:44])[CH2:10]2)=[CH:7][CH:8]=1, predict the reactants needed to synthesize it. The reactants are: [CH3:1][O:2][C:3]1[CH:8]=[CH:7][C:6]([C@@H:9]2[C@@H:14]([O:15][CH2:16][C:17]3[CH:18]=[CH:19][C:20]4[O:25][CH2:24][CH2:23][N:22]([CH2:26][CH2:27][CH2:28][O:29][CH3:30])[C:21]=4[CH:31]=3)[CH2:13][N:12]([S:32]([C:35]3[CH:40]=[CH:39][C:38]([CH3:41])=[CH:37][CH:36]=3)(=[O:34])=[O:33])[C@H:11]([CH2:42][C:43]#[N:44])[CH2:10]2)=[CH:5][CH:4]=1.O1CCCC1.B. (2) Given the product [F:1][C:2]1[CH:9]=[CH:8][C:7]([I:10])=[CH:6][C:3]=1[CH2:4][OH:5], predict the reactants needed to synthesize it. The reactants are: [F:1][C:2]1[CH:9]=[CH:8][C:7]([I:10])=[CH:6][C:3]=1[CH:4]=[O:5].[BH4-].[Na+]. (3) The reactants are: Cl.[N:2]1([CH2:7][C:8]([OH:10])=O)[CH:6]=[N:5][CH:4]=[N:3]1.[F:11][C:12]1[CH:40]=[CH:39][C:15]([O:16][C:17]2[CH:22]=[CH:21][C:20]([NH:23][C:24]([C@@H:26]3[CH2:30][C@@H:29]([CH2:31][C:32]4[CH:37]=[CH:36][CH:35]=[CH:34][C:33]=4[CH3:38])[CH2:28][NH:27]3)=[O:25])=[CH:19][CH:18]=2)=[CH:14][CH:13]=1. Given the product [N:2]1([CH2:7][C:8]([N:27]2[CH2:28][C@H:29]([CH2:31][C:32]3[CH:37]=[CH:36][CH:35]=[CH:34][C:33]=3[CH3:38])[CH2:30][C@H:26]2[C:24]([NH:23][C:20]2[CH:21]=[CH:22][C:17]([O:16][C:15]3[CH:39]=[CH:40][C:12]([F:11])=[CH:13][CH:14]=3)=[CH:18][CH:19]=2)=[O:25])=[O:10])[CH:6]=[N:5][CH:4]=[N:3]1, predict the reactants needed to synthesize it. (4) The reactants are: [ClH:1].O1CCOCC1.[Cl:8][C:9]1[CH:14]=[CH:13][C:12]([C@@H:15]([C@H:35]2[N:39](C(OC(C)(C)C)=O)[C:38]([CH3:48])([CH3:47])[CH2:37][CH2:36]2)[C:16]([N:18]2[CH2:23][CH2:22][N:21]([C:24]3[C:25]4[C@H:32]([CH3:33])[CH2:31][C@@H:30]([OH:34])[C:26]=4[N:27]=[CH:28][N:29]=3)[CH2:20][CH2:19]2)=[O:17])=[C:11]([F:49])[CH:10]=1. Given the product [ClH:8].[ClH:1].[Cl:8][C:9]1[CH:14]=[CH:13][C:12]([C@@H:15]([C@@H:35]2[CH2:36][CH2:37][C:38]([CH3:48])([CH3:47])[NH:39]2)[C:16]([N:18]2[CH2:23][CH2:22][N:21]([C:24]3[C:25]4[C@H:32]([CH3:33])[CH2:31][C@@H:30]([OH:34])[C:26]=4[N:27]=[CH:28][N:29]=3)[CH2:20][CH2:19]2)=[O:17])=[C:11]([F:49])[CH:10]=1, predict the reactants needed to synthesize it. (5) Given the product [F:29][C:15]([F:14])([F:28])[C:16]1[CH:17]=[C:18]([N:22]2[CH2:27][CH2:26][N:25]([CH2:2][CH2:3][CH2:4][N:5]3[C:9]4[CH:10]=[CH:11][CH:12]=[CH:13][C:8]=4[CH:7]=[N:6]3)[CH2:24][CH2:23]2)[CH:19]=[CH:20][CH:21]=1, predict the reactants needed to synthesize it. The reactants are: Cl[CH2:2][CH2:3][CH2:4][N:5]1[C:9]2[CH:10]=[CH:11][CH:12]=[CH:13][C:8]=2[CH:7]=[N:6]1.[F:14][C:15]([F:29])([F:28])[C:16]1[CH:17]=[C:18]([N:22]2[CH2:27][CH2:26][NH:25][CH2:24][CH2:23]2)[CH:19]=[CH:20][CH:21]=1.C(N(C(C)C)CC)(C)C.[I-].[K+]. (6) The reactants are: [NH3:1].[F:2][C:3]1[CH:8]=[C:7]([N:9]=[C:10]=[S:11])[CH:6]=[CH:5][C:4]=1[N:12]1[C:16]([CH3:17])=[N:15][CH:14]=[N:13]1. Given the product [F:2][C:3]1[CH:8]=[C:7]([NH:9][C:10]([NH2:1])=[S:11])[CH:6]=[CH:5][C:4]=1[N:12]1[C:16]([CH3:17])=[N:15][CH:14]=[N:13]1, predict the reactants needed to synthesize it.